Predict the reaction yield, written as a fraction of the theoretical maximum amount of product (1.0 means a 100% yield; for example, 0.34 means a 34% yield). From a dataset of Reaction yield outcomes from USPTO patents with 853,638 reactions. (1) The reactants are C1(=O)OC(=[O:5])C2=CC=CC=C12.[NH2:12][C:13]1[N:18]=[C:17]([NH:19][CH2:20][CH2:21][CH2:22][CH2:23][CH2:24][CH3:25])[CH:16]=[C:15]([Cl:26])[N:14]=1.S([O-])(O)=O.[Na+].[OH-].[Na+]. The catalyst is C(O)(C)C.C(OC(C)C)(C)C.O. The product is [NH2:12][C:13]1[N+:18]([O-:5])=[C:17]([NH:19][CH2:20][CH2:21][CH2:22][CH2:23][CH2:24][CH3:25])[CH:16]=[C:15]([Cl:26])[N:14]=1. The yield is 0.420. (2) The reactants are [CH2:1]([O:8][C:9]1[CH:14]=[CH:13][C:12]([C:15]2[CH:20]=[CH:19][C:18]([OH:21])=[CH:17][CH:16]=2)=[C:11]([N+:22]([O-])=O)[CH:10]=1)[C:2]1[CH:7]=[CH:6][CH:5]=[CH:4][CH:3]=1.P(OCC)(OCC)OCC. The product is [CH2:1]([O:8][C:9]1[CH:10]=[C:11]2[C:12]([C:15]3[CH:20]=[CH:19][C:18]([OH:21])=[CH:17][C:16]=3[NH:22]2)=[CH:13][CH:14]=1)[C:2]1[CH:7]=[CH:6][CH:5]=[CH:4][CH:3]=1. The yield is 0.500. No catalyst specified. (3) The reactants are [CH:1]1([C:4]2[N:5]=[C:6]3[C:12]([C:13](O)=[O:14])=[CH:11][N:10]([CH2:16][O:17][CH2:18][CH2:19][Si:20]([CH3:23])([CH3:22])[CH3:21])[C:7]3=[N:8][CH:9]=2)[CH2:3][CH2:2]1.[CH3:24][O:25][C:26]([C:28]1([NH2:40])[CH2:32][CH2:31][N:30]([C:33]([O:35][C:36]([CH3:39])([CH3:38])[CH3:37])=[O:34])[CH2:29]1)=[O:27].C(Cl)CCl.C1C=CC2N(O)N=NC=2C=1.CCN(C(C)C)C(C)C. The catalyst is CN(C=O)C. The product is [CH3:24][O:25][C:26]([C:28]1([NH:40][C:13]([C:12]2[C:6]3[C:7](=[N:8][CH:9]=[C:4]([CH:1]4[CH2:2][CH2:3]4)[N:5]=3)[N:10]([CH2:16][O:17][CH2:18][CH2:19][Si:20]([CH3:23])([CH3:22])[CH3:21])[CH:11]=2)=[O:14])[CH2:32][CH2:31][N:30]([C:33]([O:35][C:36]([CH3:37])([CH3:39])[CH3:38])=[O:34])[CH2:29]1)=[O:27]. The yield is 0.910. (4) The product is [CH3:10][C:9]1[C:2]([N:12]2[N:13]=[CH:14][CH:15]=[N:11]2)=[C:3]([CH:6]=[CH:7][CH:8]=1)[C:4]#[N:5]. The catalyst is CN(C=O)C.O. The reactants are F[C:2]1[C:9]([CH3:10])=[CH:8][CH:7]=[CH:6][C:3]=1[C:4]#[N:5].[N:11]1[NH:12][N:13]=[CH:14][CH:15]=1.C(=O)([O-])[O-].[K+].[K+]. The yield is 0.260. (5) The reactants are [F:1][C:2]1[CH:3]=[CH:4][C:5]([OH:11])=[C:6]([C:8](=O)[CH3:9])[CH:7]=1.Br[CH2:13][C:14]([O:16][CH3:17])=[O:15].C(=O)([O-])[O-].[K+].[K+]. The catalyst is CN(C)C=O. The product is [F:1][C:2]1[CH:3]=[CH:4][C:5]2[O:11][C:13]([C:14]([O:16][CH3:17])=[O:15])=[C:8]([CH3:9])[C:6]=2[CH:7]=1. The yield is 0.580. (6) The reactants are [F:1][C:2]1[CH:10]=[CH:9][C:5]([C:6]([OH:8])=[O:7])=[CH:4][C:3]=1[OH:11].S(Cl)(Cl)=O.C([O-])(O)=O.[Na+].[CH2:21](O)[CH3:22]. The catalyst is ClCCl. The product is [F:1][C:2]1[CH:10]=[CH:9][C:5]([C:6]([O:8][CH2:21][CH3:22])=[O:7])=[CH:4][C:3]=1[OH:11]. The yield is 0.930. (7) The reactants are Cl[C:2]1[CH:10]=[CH:9][CH:8]=[C:7]2[C:3]=1[CH:4]=[N:5][N:6]2[CH:11]1[CH2:16][CH2:15][CH2:14][CH2:13][O:12]1.CS(C)=O.[B:21]1([B:21]2[O:25][C:24]([CH3:27])([CH3:26])[C:23]([CH3:29])([CH3:28])[O:22]2)[O:25][C:24]([CH3:27])([CH3:26])[C:23]([CH3:29])([CH3:28])[O:22]1.C([O-])(=O)C.[K+]. The catalyst is Cl[Pd](Cl)([P](C1C=CC=CC=1)(C1C=CC=CC=1)C1C=CC=CC=1)[P](C1C=CC=CC=1)(C1C=CC=CC=1)C1C=CC=CC=1.C1(P(C2CCCCC2)C2CCCCC2)CCCCC1.CCOC(C)=O. The product is [O:12]1[CH2:13][CH2:14][CH2:15][CH2:16][CH:11]1[N:6]1[C:7]2[C:3](=[C:2]([B:21]3[O:25][C:24]([CH3:27])([CH3:26])[C:23]([CH3:29])([CH3:28])[O:22]3)[CH:10]=[CH:9][CH:8]=2)[CH:4]=[N:5]1. The yield is 1.00. (8) The reactants are [OH:1][C@@:2]1([C:9]#[C:10][C:11]2[CH:12]=[C:13]([N:17]3[C:21]4[N:22]=[C:23]([CH3:25])[S:24][C:20]=4[C:19]([C:26]([O:28]CC)=O)=[N:18]3)[CH:14]=[CH:15][CH:16]=2)[CH2:6][CH2:5][N:4]([CH3:7])[C:3]1=[O:8].[NH3:31]. The catalyst is CO. The product is [OH:1][C@@:2]1([C:9]#[C:10][C:11]2[CH:12]=[C:13]([N:17]3[C:21]4[N:22]=[C:23]([CH3:25])[S:24][C:20]=4[C:19]([C:26]([NH2:31])=[O:28])=[N:18]3)[CH:14]=[CH:15][CH:16]=2)[CH2:6][CH2:5][N:4]([CH3:7])[C:3]1=[O:8]. The yield is 0.290. (9) The product is [F:1][C:2]1[CH:3]=[CH:4][C:5]2[O:10][CH2:9][C:8](=[O:11])[N:7]([CH2:12][C@H:13]([CH3:16])[CH2:14][N:30]3[CH:25]4[CH2:26][CH2:27][CH:28]3[CH2:29][CH:23]([CH2:18][CH2:19][CH2:20][CH2:21][CH3:22])[CH2:24]4)[C:6]=2[CH:17]=1. The reactants are [F:1][C:2]1[CH:3]=[CH:4][C:5]2[O:10][CH2:9][C:8](=[O:11])[N:7]([CH2:12][C@H:13]([CH3:16])[CH2:14]I)[C:6]=2[CH:17]=1.[CH2:18]([CH:23]1[CH2:29][CH:28]2[NH:30][CH:25]([CH2:26][CH2:27]2)[CH2:24]1)[CH2:19][CH2:20][CH2:21][CH3:22]. The catalyst is CCCCCCC.CCOC(C)=O. The yield is 0.580.